The task is: Predict the reactants needed to synthesize the given product.. This data is from Full USPTO retrosynthesis dataset with 1.9M reactions from patents (1976-2016). (1) The reactants are: [CH:1]1([NH:7][C:8]2[C:12]3([CH2:17][CH2:16][N:15]([CH2:18][C:19]4[CH:24]=[CH:23][C:22](I)=[CH:21][CH:20]=4)[CH2:14][CH2:13]3)[N:11]([CH2:26][CH2:27][CH2:28][C:29]([O:31][CH3:32])=[O:30])[C:10](=[O:33])[N:9]=2)[CH2:6][CH2:5][CH2:4][CH2:3][CH2:2]1.[CH3:34][N:35](C=O)C. Given the product [C:34]([C:22]1[CH:23]=[CH:24][C:19]([CH2:18][N:15]2[CH2:16][CH2:17][C:12]3([N:11]([CH2:26][CH2:27][CH2:28][C:29]([O:31][CH3:32])=[O:30])[C:10](=[O:33])[N:9]=[C:8]3[NH:7][CH:1]3[CH2:6][CH2:5][CH2:4][CH2:3][CH2:2]3)[CH2:13][CH2:14]2)=[CH:20][CH:21]=1)#[N:35], predict the reactants needed to synthesize it. (2) Given the product [F:1][C:2]1[CH:8]=[CH:7][C:5]([NH:6][C:16](=[O:17])[C:15]2[CH:14]=[CH:13][C:12]([N+:9]([O-:11])=[O:10])=[CH:20][CH:19]=2)=[CH:4][CH:3]=1, predict the reactants needed to synthesize it. The reactants are: [F:1][C:2]1[CH:8]=[CH:7][C:5]([NH2:6])=[CH:4][CH:3]=1.[N+:9]([C:12]1[CH:20]=[CH:19][C:15]([C:16](Cl)=[O:17])=[CH:14][CH:13]=1)([O-:11])=[O:10].